From a dataset of Full USPTO retrosynthesis dataset with 1.9M reactions from patents (1976-2016). Predict the reactants needed to synthesize the given product. (1) Given the product [F:31][C:28]1[CH:29]=[CH:30][C:25]([CH2:24][C:21]2[CH:22]=[C:23]3[C:18]([C:17]([OH:32])=[C:16]([C:15]([NH:14][CH2:13][CH2:12][N:3]4[CH2:21][CH2:20][NH:19][C:2]4=[O:1])=[O:38])[C:33](=[O:34])[N:3]3[CH2:12][CH2:13][NH:14][C:55]([C:54]3[C:16]([C:33]([NH:39][CH2:40][CH2:41][N:42]4[CH2:46][CH2:45][NH:44][C:43]4=[O:47])=[O:34])=[CH:17][CH:18]=[CH:23][CH:22]=3)=[O:56])=[N:19][CH:20]=2)=[CH:26][CH:27]=1, predict the reactants needed to synthesize it. The reactants are: [O:1]=[C:2]1C2C(=CC=CC=2)C(=O)[N:3]1[CH2:12][CH2:13][N:14]1[C:23]2[C:18](=[N:19][CH:20]=[C:21]([CH2:24][C:25]3[CH:30]=[CH:29][C:28]([F:31])=[CH:27][CH:26]=3)[CH:22]=2)[C:17]([OH:32])=[C:16]([C:33](OCC)=[O:34])[C:15]1=[O:38].[NH2:39][CH2:40][CH2:41][N:42]1[CH2:46][CH2:45][NH:44][C:43]1=[O:47].OS([O-])(=O)=O.[Na+].[CH3:54][CH2:55][OH:56]. (2) Given the product [CH3:17][N:18]1[CH:4]=[CH:5][C:6]([C:7]([F:10])([F:9])[F:8])=[N:19]1, predict the reactants needed to synthesize it. The reactants are: C(O/[CH:4]=[CH:5]/[C:6](=O)[C:7]([F:10])([F:9])[F:8])C.S(=O)(=O)(O)O.[CH3:17][NH:18][NH2:19].C(N(CC)CC)C. (3) Given the product [CH2:8]([O:7][C:5](=[O:6])[CH2:4][CH2:3][C:2]1([Br:1])[CH2:10][C:11]1([Br:14])[Br:12])[CH3:9], predict the reactants needed to synthesize it. The reactants are: [Br:1][C:2](=[CH2:10])[CH2:3][CH2:4][C:5]([O:7][CH2:8][CH3:9])=[O:6].[CH:11]([Br:14])(Br)[Br:12].[Br-].[Br-].C([N+](C)(C)CC[N+](CC1C=CC=CC=1)(C)C)C1C=CC=CC=1.[OH-].[K+]. (4) Given the product [C:30]([C:33]1[CH:38]=[CH:37][CH:36]=[CH:35][C:34]=1[C:7]1[N:6]([CH2:21][O:22][CH2:23][CH2:24][Si:25]([CH3:28])([CH3:27])[CH3:26])[C:5](=[O:29])[C:4]2[C:9](=[C:10]([O:12][CH2:13][O:14][CH2:15][CH2:16][Si:17]([CH3:20])([CH3:19])[CH3:18])[CH:11]=[CH:2][CH:3]=2)[N:8]=1)(=[O:32])[CH3:31], predict the reactants needed to synthesize it. The reactants are: Br[C:2]1[CH:3]=[C:4]2[C:9](=[C:10]([O:12][CH2:13][O:14][CH2:15][CH2:16][Si:17]([CH3:20])([CH3:19])[CH3:18])[CH:11]=1)[N:8]=[CH:7][N:6]([CH2:21][O:22][CH2:23][CH2:24][Si:25]([CH3:28])([CH3:27])[CH3:26])[C:5]2=[O:29].[C:30]([C:33]1[CH:38]=[CH:37][CH:36]=[CH:35][C:34]=1B(O)O)(=[O:32])[CH3:31].C(=O)([O-])[O-].[K+].[K+].C(OCC)(=O)C.CCCCCCC.